This data is from Forward reaction prediction with 1.9M reactions from USPTO patents (1976-2016). The task is: Predict the product of the given reaction. (1) Given the reactants O.[OH-].[Li+].[CH:4]1([C@H:10]([NH:15][C:16]([C:18]2[C:27]([NH:28][C:29]([C:31]3[O:32][C:33]([C:36]4[CH:41]=[CH:40][C:39]([Cl:42])=[CH:38][C:37]=4[Cl:43])=[CH:34][CH:35]=3)=[O:30])=[CH:26][C:25]3[C:20](=[CH:21][CH:22]=[CH:23][CH:24]=3)[CH:19]=2)=[O:17])[C:11]([O:13]C)=[O:12])[CH2:9][CH2:8][CH2:7][CH2:6][CH2:5]1.O.Cl, predict the reaction product. The product is: [CH:4]1([C@H:10]([NH:15][C:16]([C:18]2[C:27]([NH:28][C:29]([C:31]3[O:32][C:33]([C:36]4[CH:41]=[CH:40][C:39]([Cl:42])=[CH:38][C:37]=4[Cl:43])=[CH:34][CH:35]=3)=[O:30])=[CH:26][C:25]3[C:20](=[CH:21][CH:22]=[CH:23][CH:24]=3)[CH:19]=2)=[O:17])[C:11]([OH:13])=[O:12])[CH2:9][CH2:8][CH2:7][CH2:6][CH2:5]1. (2) Given the reactants C(OC([N:8]1[CH2:12][C@@H:11]([CH2:13][NH:14][CH:15]2[CH2:17][CH2:16]2)[C@H:10]([CH2:18][CH:19]2[CH2:24][CH2:23][CH2:22][CH2:21][CH2:20]2)[CH2:9]1)=O)(C)(C)C.[O:25]=[C:26]1[CH2:35][CH:34]([C:36](O)=[O:37])[C:33]2[C:28](=[CH:29][CH:30]=[CH:31][CH:32]=2)[NH:27]1, predict the reaction product. The product is: [CH:19]1([CH2:18][C@@H:10]2[CH2:9][NH:8][CH2:12][C@H:11]2[CH2:13][N:14]([CH:15]2[CH2:16][CH2:17]2)[C:36]([CH:34]2[C:33]3[C:28](=[CH:29][CH:30]=[CH:31][CH:32]=3)[NH:27][C:26](=[O:25])[CH2:35]2)=[O:37])[CH2:20][CH2:21][CH2:22][CH2:23][CH2:24]1. (3) Given the reactants [N:1]1([C:7]2[C:15]3[C:14]4[CH:16]=[C:17]([C:20]#[N:21])[N:18]=[CH:19][C:13]=4[N:12](COCC[Si](C)(C)C)[C:11]=3[N:10]=[CH:9][CH:8]=2)[CH2:6][CH2:5][NH:4][CH2:3][CH2:2]1.C(OC([N:37]1[CH2:41][CH2:40][CH2:39][C@H:38]1[CH2:42][C:43](O)=[O:44])=O)(C)(C)C.ON1C2C=CC=CC=2N=N1.Cl.CN(C)CCCN=C=NCC.C(N(CC)CC)C, predict the reaction product. The product is: [NH:37]1[CH2:41][CH2:40][CH2:39][C@H:38]1[CH2:42][C:43]([N:4]1[CH2:3][CH2:2][N:1]([C:7]2[C:15]3[C:14]4[CH:16]=[C:17]([C:20]#[N:21])[N:18]=[CH:19][C:13]=4[NH:12][C:11]=3[N:10]=[CH:9][CH:8]=2)[CH2:6][CH2:5]1)=[O:44]. (4) Given the reactants [Br:1][C:2]1[CH:7]=[CH:6][C:5]([C:8]2[CH:13]=[CH:12][CH:11]=[CH:10][CH:9]=2)=[CH:4][CH:3]=1.[I:14](O)(=O)=O.II, predict the reaction product. The product is: [Br:1][C:2]1[CH:3]=[CH:4][C:5]([C:8]2[CH:13]=[CH:12][C:11]([I:14])=[CH:10][CH:9]=2)=[CH:6][CH:7]=1. (5) Given the reactants [F:1][C:2]1[CH:30]=[CH:29][C:5]2[N:6]=[C:7]([NH:9][C@H:10]3[CH2:14][CH2:13][CH2:12][C@@H:11]3[NH:15][C:16](=[O:28])[C:17]3[CH:22]=[CH:21][CH:20]=[CH:19][C:18]=3N3C=CC=N3)[S:8][C:4]=2[CH:3]=1.[CH3:31][O:32]C1C=C(C=CC=1)C(O)=O.Cl.FC1C=CC2N=C(N[C@H]3CCC[C@@H]3N)SC=2C=1, predict the reaction product. The product is: [F:1][C:2]1[CH:30]=[CH:29][C:5]2[N:6]=[C:7]([NH:9][C@H:10]3[CH2:14][CH2:13][CH2:12][C@@H:11]3[NH:15][C:16](=[O:28])[C:17]3[CH:22]=[CH:21][CH:20]=[C:19]([O:32][CH3:31])[CH:18]=3)[S:8][C:4]=2[CH:3]=1. (6) Given the reactants Br[CH2:2][C:3]([C:5]1[N:9]([CH3:10])[CH:8]=[C:7]([C:11]#[N:12])[CH:6]=1)=O.C(C1N(C)C=C(C#N)C=1)(=O)C.[OH:24][CH2:25][C:26]([NH:29][C:30]([NH2:32])=[S:31])([CH3:28])[CH3:27], predict the reaction product. The product is: [OH:24][CH2:25][C:26]([NH:29][C:30]1[S:31][CH:2]=[C:3]([C:5]2[N:9]([CH3:10])[CH:8]=[C:7]([C:11]#[N:12])[CH:6]=2)[N:32]=1)([CH3:28])[CH3:27]. (7) The product is: [C:4]1(=[O:14])[NH:5][C:1](=[O:15])[CH:2]=[CH:3]1.[CH3:1][CH:2]1[CH2:3][CH2:4][O:14]1. Given the reactants [C:1]1(=[O:15])[N:5](C(CCCC)C(Cl)=O)[C:4](=[O:14])[CH:3]=[CH:2]1, predict the reaction product.